This data is from Forward reaction prediction with 1.9M reactions from USPTO patents (1976-2016). The task is: Predict the product of the given reaction. (1) Given the reactants [CH2:1]([NH:8][C:9]1([C:12]2[CH:17]=[CH:16][C:15](Br)=[CH:14][CH:13]=2)[CH2:11][CH2:10]1)[C:2]1[CH:7]=[CH:6][CH:5]=[CH:4][CH:3]=1.[C:19]([O-:22])([O-])=[O:20].[K+].[K+].IC, predict the reaction product. The product is: [CH2:1]([N:8]([CH2:1][C:2]1[CH:7]=[CH:6][CH:5]=[CH:4][CH:3]=1)[C:9]1([C:12]2[CH:17]=[CH:16][C:15]([C:10]#[C:9][C:12]3[CH:17]=[CH:16][C:15]([C:19]([OH:22])=[O:20])=[CH:14][CH:13]=3)=[CH:14][CH:13]=2)[CH2:11][CH2:10]1)[C:2]1[CH:7]=[CH:6][CH:5]=[CH:4][CH:3]=1. (2) Given the reactants [N:1]1([C:5]2([C:10]#[N:11])[CH2:9][CH2:8][CH2:7][CH2:6]2)[CH2:4][CH2:3][CH2:2]1.[C:12]1([Li])[CH:17]=[CH:16][CH:15]=[CH:14][CH:13]=1.[BH4-].[Na+].NC(C1C=CC=CC=1)C1(N(C)C)CCCC1, predict the reaction product. The product is: [N:1]1([C:5]2([CH:10]([C:12]3[CH:17]=[CH:16][CH:15]=[CH:14][CH:13]=3)[NH2:11])[CH2:9][CH2:8][CH2:7][CH2:6]2)[CH2:2][CH2:3][CH2:4]1. (3) Given the reactants [NH:1]1[CH2:6][CH2:5][O:4][CH:3]([C:7]2[CH:12]=[CH:11][C:10]([OH:13])=[CH:9][CH:8]=2)[CH2:2]1.[C:14](O[C:14]([O:16][C:17]([CH3:20])([CH3:19])[CH3:18])=[O:15])([O:16][C:17]([CH3:20])([CH3:19])[CH3:18])=[O:15], predict the reaction product. The product is: [C:17]([O:16][C:14]([N:1]1[CH2:6][CH2:5][O:4][CH:3]([C:7]2[CH:12]=[CH:11][C:10]([OH:13])=[CH:9][CH:8]=2)[CH2:2]1)=[O:15])([CH3:20])([CH3:19])[CH3:18]. (4) Given the reactants [Cl:1][C:2]1[CH:3]=[C:4]([C:8]2[N:13]=[C:12]3[CH2:14][CH2:15][CH2:16][C:11]3=[C:10]([CH:17]([OH:30])[C:18]3[CH:23]=[CH:22][C:21]([CH2:24][C:25](OCC)=[O:26])=[CH:20][CH:19]=3)[CH:9]=2)[CH:5]=[CH:6][CH:7]=1.CC(C[AlH]CC(C)C)C, predict the reaction product. The product is: [Cl:1][C:2]1[CH:3]=[C:4]([C:8]2[N:13]=[C:12]3[CH2:14][CH2:15][CH2:16][C:11]3=[C:10]([CH:17]([OH:30])[C:18]3[CH:19]=[CH:20][C:21]([CH2:24][CH2:25][OH:26])=[CH:22][CH:23]=3)[CH:9]=2)[CH:5]=[CH:6][CH:7]=1. (5) Given the reactants [Cl:1][C:2]1[N:3]=[N:4][C:5]([Cl:11])=[CH:6][C:7]=1[C:8]([NH2:10])=O.C(N(CC)CC)C.FC(F)(F)C(OC(=O)C(F)(F)F)=O.C(=O)([O-])O.[Na+], predict the reaction product. The product is: [Cl:1][C:2]1[N:3]=[N:4][C:5]([Cl:11])=[CH:6][C:7]=1[C:8]#[N:10].